This data is from Catalyst prediction with 721,799 reactions and 888 catalyst types from USPTO. The task is: Predict which catalyst facilitates the given reaction. Reactant: [C:1](Cl)(=[O:3])[CH3:2].[Cl:5][C:6]1[CH:11]=[CH:10][C:9]([CH:12]([OH:30])[C:13]([NH:15][CH2:16][CH2:17][C:18]2[CH:23]=[CH:22][C:21]([O:24][CH2:25][C:26]#[CH:27])=[C:20]([O:28][CH3:29])[CH:19]=2)=[O:14])=[CH:8][CH:7]=1.N1C=CC=CC=1. Product: [C:1]([O:30][CH:12]([C:9]1[CH:8]=[CH:7][C:6]([Cl:5])=[CH:11][CH:10]=1)[C:13]([NH:15][CH2:16][CH2:17][C:18]1[CH:23]=[CH:22][C:21]([O:24][CH2:25][C:26]#[CH:27])=[C:20]([O:28][CH3:29])[CH:19]=1)=[O:14])(=[O:3])[CH3:2]. The catalyst class is: 4.